The task is: Predict the reactants needed to synthesize the given product.. This data is from Full USPTO retrosynthesis dataset with 1.9M reactions from patents (1976-2016). (1) Given the product [Cl:1][C:2]1[CH:3]=[CH:4][C:5]2[N:6]([C:8]([C:11]([C:13]3[CH:14]=[C:15]4[C:20](=[CH:21][C:22]=3[F:23])[N:19]=[CH:18][CH:17]=[CH:16]4)([OH:12])[CH3:24])=[CH:9][N:10]=2)[N:7]=1, predict the reactants needed to synthesize it. The reactants are: [Cl:1][C:2]1[CH:3]=[CH:4][C:5]2[N:6]([C:8]([C:11]([C:13]3[CH:14]=[C:15]4[C:20](=[CH:21][C:22]=3[F:23])[N:19]=[CH:18][CH:17]=[CH:16]4)=[O:12])=[CH:9][N:10]=2)[N:7]=1.[CH3:24][Mg]I. (2) Given the product [F:6][C:7]1[C:12]([O:13][CH2:14][O:15][CH3:16])=[C:11]([CH:27]=[O:28])[CH:10]=[CH:9][C:8]=1[C:17]1[CH:18]=[CH:19][C:20]([F:23])=[CH:21][CH:22]=1, predict the reactants needed to synthesize it. The reactants are: C([Li])CCC.[F:6][C:7]1[C:12]([O:13][CH2:14][O:15][CH3:16])=[CH:11][CH:10]=[CH:9][C:8]=1[C:17]1[CH:22]=[CH:21][C:20]([F:23])=[CH:19][CH:18]=1.CN([CH:27]=[O:28])C.[Cl-].[NH4+]. (3) The reactants are: Cl[C:2]1[C:3]2[C:4](=[CH:13][N:14](CC3C=CC(OC)=CC=3)[N:15]=2)[N:5]=[C:6]([C:8]2[S:9][CH:10]=[CH:11][N:12]=2)[N:7]=1.[CH3:25][N:26]1[CH2:31][CH2:30][N:29]([C:32]2[CH:38]=[CH:37][C:35]([NH2:36])=[CH:34][CH:33]=2)[CH2:28][CH2:27]1.Cl. Given the product [CH3:25][N:26]1[CH2:27][CH2:28][N:29]([C:32]2[CH:38]=[CH:37][C:35]([NH:36][C:2]3[C:3]4[NH:15][N:14]=[CH:13][C:4]=4[N:5]=[C:6]([C:8]4[S:9][CH:10]=[CH:11][N:12]=4)[N:7]=3)=[CH:34][CH:33]=2)[CH2:30][CH2:31]1, predict the reactants needed to synthesize it. (4) The reactants are: [OH:1][CH2:2][C:3]1[CH:4]=[C:5]([C:9]2[CH:10]=[C:11]([C:21]([O:23]CC)=[O:22])[C:12]3[CH:17]=[N:16][N:15]([CH:18]([CH3:20])[CH3:19])[C:13]=3[N:14]=2)[CH:6]=[CH:7][CH:8]=1. Given the product [OH:1][CH2:2][C:3]1[CH:4]=[C:5]([C:9]2[CH:10]=[C:11]([C:21]([OH:23])=[O:22])[C:12]3[CH:17]=[N:16][N:15]([CH:18]([CH3:20])[CH3:19])[C:13]=3[N:14]=2)[CH:6]=[CH:7][CH:8]=1, predict the reactants needed to synthesize it. (5) Given the product [Br:14][C:8]1[CH:7]=[C:6]2[C:11]([C:12]([OH:13])=[C:3]([NH:2][C:26](=[O:27])[CH2:25][O:24][CH2:22][CH3:23])[CH:4]=[N:5]2)=[CH:10][CH:9]=1, predict the reactants needed to synthesize it. The reactants are: Cl.[NH2:2][C:3]1[CH:4]=[N:5][C:6]2[C:11]([C:12]=1[OH:13])=[CH:10][CH:9]=[C:8]([Br:14])[CH:7]=2.C(N(CC)CC)C.[CH2:22]([O:24][CH2:25][C:26](Cl)=[O:27])[CH3:23]. (6) Given the product [CH3:3][C:4]1[CH:17]=[C:7]2[C:8]([C@H:12]3[CH2:14][C@@H:13]3[CH2:15][NH:16][C:25](=[O:27])[CH3:26])=[CH:9][CH:10]=[CH:11][N:6]2[N:5]=1, predict the reactants needed to synthesize it. The reactants are: Cl.Cl.[CH3:3][C:4]1[CH:17]=[C:7]2[C:8]([C@H:12]3[CH2:14][C@@H:13]3[CH2:15][NH2:16])=[CH:9][CH:10]=[CH:11][N:6]2[N:5]=1.C(N(CC)CC)C.[C:25](OC(=O)C)(=[O:27])[CH3:26].